From a dataset of Full USPTO retrosynthesis dataset with 1.9M reactions from patents (1976-2016). Predict the reactants needed to synthesize the given product. (1) Given the product [Cl:1][C:2]1[CH:3]=[C:4]([C:8]2[CH:9]=[C:10]3[C:14](=[CH:15][CH:16]=2)[N:13]=[C:12]([NH2:25])[C:11]23[CH2:21][CH2:20][CH2:19][CH2:18][CH2:17]2)[CH:5]=[CH:6][CH:7]=1, predict the reactants needed to synthesize it. The reactants are: [Cl:1][C:2]1[CH:3]=[C:4]([C:8]2[CH:9]=[C:10]3[C:14](=[CH:15][CH:16]=2)[N:13]=[CH:12][C:11]23[CH2:21][CH2:20][CH2:19][CH2:18][CH:17]2NO)[CH:5]=[CH:6][CH:7]=1.O.[NH2:25]N. (2) Given the product [NH2:13][C:12]1[N:7]=[C:8]([NH:14][S:16]([CH3:15])(=[O:18])=[O:17])[CH:9]=[CH:10][CH:11]=1, predict the reactants needed to synthesize it. The reactants are: N1C=CC=CC=1.[N:7]1[C:12]([NH2:13])=[CH:11][CH:10]=[CH:9][C:8]=1[NH2:14].[CH3:15][S:16](Cl)(=[O:18])=[O:17]. (3) The reactants are: C[O:2][C:3](=[O:38])[C:4]1[CH:9]=[CH:8][CH:7]=[C:6]([NH:10][CH2:11][C:12](=[O:37])[CH2:13][CH2:14][N:15]2[CH2:20][CH2:19][CH:18]([O:21][C:22](=[O:36])[NH:23][C:24]3[CH:29]=[CH:28][CH:27]=[CH:26][C:25]=3[C:30]3[CH:35]=[CH:34][CH:33]=[CH:32][CH:31]=3)[CH2:17][CH2:16]2)[CH:5]=1.[OH-].[Li+].C(#N)C.Cl. Given the product [C:25]1([C:30]2[CH:35]=[CH:34][CH:33]=[CH:32][CH:31]=2)[CH:26]=[CH:27][CH:28]=[CH:29][C:24]=1[NH:23][C:22]([O:21][CH:18]1[CH2:17][CH2:16][N:15]([CH2:14][CH2:13][C:12]([CH2:11][NH:10][C:6]2[CH:5]=[C:4]([CH:9]=[CH:8][CH:7]=2)[C:3]([OH:38])=[O:2])=[O:37])[CH2:20][CH2:19]1)=[O:36], predict the reactants needed to synthesize it. (4) Given the product [F:9][C:8]([F:11])([F:10])[C:4]1[N:3]=[C:2]([C@@H:17]([NH:21][S@:22]([C:24]([CH3:25])([CH3:27])[CH3:26])=[O:23])[CH2:18][CH2:19][CH3:20])[CH:7]=[CH:6][CH:5]=1, predict the reactants needed to synthesize it. The reactants are: Br[C:2]1[CH:7]=[CH:6][CH:5]=[C:4]([C:8]([F:11])([F:10])[F:9])[N:3]=1.C([Li])CCC.[CH:17](=[N:21][S@:22]([C:24]([CH3:27])([CH3:26])[CH3:25])=[O:23])[CH2:18][CH2:19][CH3:20].[Cl-].[NH4+]. (5) Given the product [ClH:21].[C:1]([N:5]1[CH2:10][CH2:9][NH:8][CH2:7][CH:6]1[C:18]([NH2:19])=[O:20])(=[O:4])[CH:2]=[CH2:3], predict the reactants needed to synthesize it. The reactants are: [C:1]([N:5]1[CH2:10][CH2:9][N:8](C(OC(C)(C)C)=O)[CH2:7][CH:6]1[C:18](=[O:20])[NH2:19])(=[O:4])[CH:2]=[CH2:3].[ClH:21].CO. (6) Given the product [CH3:34][N:35]1[CH2:40][CH2:39][N:38]([CH:41]2[CH2:46][CH2:45][N:44]([C:59](=[O:60])[CH2:58][CH2:57][C:53]3[N:52]([CH2:51][C:50]([O:49][CH2:47][CH3:48])=[O:62])[CH:56]=[CH:55][N:54]=3)[CH2:43][CH2:42]2)[CH2:37][CH2:36]1, predict the reactants needed to synthesize it. The reactants are: C(N(C(C)C)CC)(C)C.CN(C(ON1N=NC2C=CC=CC1=2)=[N+](C)C)C.F[P-](F)(F)(F)(F)F.[CH3:34][N:35]1[CH2:40][CH2:39][N:38]([CH:41]2[CH2:46][CH2:45][NH:44][CH2:43][CH2:42]2)[CH2:37][CH2:36]1.[CH2:47]([O:49][C:50](=[O:62])[CH2:51][N:52]1[CH:56]=[CH:55][N:54]=[C:53]1[CH2:57][CH2:58][C:59](O)=[O:60])[CH3:48]. (7) Given the product [CH3:13][N:15]([CH3:16])[C:1](=[O:12])/[CH:2]=[C:3](\[CH3:4])/[CH2:5][CH2:6][CH:7]=[C:8]([CH3:10])[CH3:9], predict the reactants needed to synthesize it. The reactants are: [C:1]([OH:12])(=O)/[CH:2]=[C:3](/[CH2:5][CH2:6][CH:7]=[C:8]([CH3:10])[CH3:9])\[CH3:4].[CH2:13]([N:15](CC)[CH2:16]C)C.Cl.CNC.C1C=CC(P(N=[N+]=[N-])(C2C=CC=CC=2)=O)=CC=1. (8) Given the product [CH2:1]([NH:3][CH2:4][C@H:6]1[CH2:7][CH2:8][C@H:9]([O:12][CH3:13])[CH2:10][CH2:11]1)[CH3:2], predict the reactants needed to synthesize it. The reactants are: [CH2:1]([NH:3][C:4]([C@H:6]1[CH2:11][CH2:10][C@H:9]([O:12][CH3:13])[CH2:8][CH2:7]1)=O)[CH3:2].CO.Cl. (9) Given the product [C:77]([NH:80][C@:81]1([C@@H:130]([CH2:132][CH3:133])[CH3:131])[CH2:85][CH2:84][N:83]([C@@H:86]([CH2:121][CH2:122][C:123]2[CH:124]=[CH:125][CH:126]=[CH:127][CH:128]=2)[C:87]([NH:1][C@@H:2]([CH2:30][C:31]2[CH:32]=[C:33]([F:38])[CH:34]=[C:35]([F:37])[CH:36]=2)[C@H:3]([OH:4])[C@H:5]2[CH2:9][C@@H:8]([O:10][C:11]3[CH:16]=[CH:15][CH:14]=[CH:13][N:12]=3)[CH2:7][NH:6]2)=[O:88])[C:82]1=[O:129])(=[O:79])[CH3:78], predict the reactants needed to synthesize it. The reactants are: [NH2:1][C@@H:2]([CH2:30][C:31]1[CH:36]=[C:35]([F:37])[CH:34]=[C:33]([F:38])[CH:32]=1)[C@@H:3]([C@H:5]1[CH2:9][C@H:8]([O:10][C:11]2[CH:16]=[CH:15][CH:14]=[CH:13][N:12]=2)[CH2:7][N:6]1C(C1C=CC=CC=1)C1C=CC=CC=1)[OH:4].N[C@@H](CC1C=C(F)C=C(F)C=1)[C@@H]([C@H]1C[C@@H](OC2C=CC=CN=2)CN1C(C1C=CC=CC=1)C1C=CC=CC=1)O.[C:77]([NH:80][C@:81]1([C@@H:130]([CH2:132][CH3:133])[CH3:131])[CH2:85][CH2:84][N:83]([C@@H:86]([CH2:121][CH2:122][C:123]2[CH:128]=[CH:127][CH:126]=[CH:125][CH:124]=2)[C:87](N[C@@H](CC2C=C(F)C=C(F)C=2)[C@@H]([C@H]2CCCCN2C(C2C=CC=CC=2)C2C=CC=CC=2)O)=[O:88])[C:82]1=[O:129])(=[O:79])[CH3:78].[Li+].[OH-]. (10) The reactants are: [S:1]1[CH:5]=[CH:4][CH:3]=[C:2]1[S:6]([NH:9][C:10]1[CH:11]=[CH:12][CH:13]=[C:14]2[C:18]=1[NH:17][C:16]([C:19]1[S:20][CH:21]([CH2:24][C:25]([O:27]CC)=[O:26])[CH2:22][N:23]=1)=[CH:15]2)(=[O:8])=[O:7].[OH-].[K+].Cl. Given the product [S:1]1[CH:5]=[CH:4][CH:3]=[C:2]1[S:6]([NH:9][C:10]1[CH:11]=[CH:12][CH:13]=[C:14]2[C:18]=1[NH:17][C:16]([C:19]1[S:20][CH:21]([CH2:24][C:25]([OH:27])=[O:26])[CH2:22][N:23]=1)=[CH:15]2)(=[O:8])=[O:7], predict the reactants needed to synthesize it.